Dataset: Catalyst prediction with 721,799 reactions and 888 catalyst types from USPTO. Task: Predict which catalyst facilitates the given reaction. (1) Reactant: [CH:1]1([N:4]2[C:13]3[C:8](=[C:9]([NH:26]CC4C=CC(OC)=CC=4)[C:10]([F:25])=[C:11]([NH:15][CH2:16][CH2:17][NH:18][C:19]4[CH:24]=[CH:23][CH:22]=[CH:21][N:20]=4)[C:12]=3[F:14])[C:7](=[O:36])[CH:6]=[C:5]2[C:37]([O:39][CH2:40][CH3:41])=[O:38])[CH2:3][CH2:2]1.FC(F)(F)C(O)=O. Product: [NH2:26][C:9]1[C:10]([F:25])=[C:11]([NH:15][CH2:16][CH2:17][NH:18][C:19]2[CH:24]=[CH:23][CH:22]=[CH:21][N:20]=2)[C:12]([F:14])=[C:13]2[C:8]=1[C:7](=[O:36])[CH:6]=[C:5]([C:37]([O:39][CH2:40][CH3:41])=[O:38])[N:4]2[CH:1]1[CH2:2][CH2:3]1. The catalyst class is: 2. (2) Reactant: [N:1]1([C:7]2[CH:12]=[CH:11][C:10]([NH:13][C:14]3[C:23]4[C:18](=[CH:19][CH:20]=[C:21]([C:24]5[O:28][C:27]([CH:29]=[O:30])=[CH:26][CH:25]=5)[CH:22]=4)[N:17]=[CH:16][N:15]=3)=[CH:9][CH:8]=2)[CH2:6][CH2:5][O:4][CH2:3][CH2:2]1.C(O[BH-](OC(=O)C)OC(=O)C)(=O)C.[Na+]. Product: [N:1]1([C:7]2[CH:8]=[CH:9][C:10]([NH:13][C:14]3[C:23]4[C:18](=[CH:19][CH:20]=[C:21]([C:24]5[O:28][C:27]([CH2:29][OH:30])=[CH:26][CH:25]=5)[CH:22]=4)[N:17]=[CH:16][N:15]=3)=[CH:11][CH:12]=2)[CH2:2][CH2:3][O:4][CH2:5][CH2:6]1. The catalyst class is: 322.